This data is from Forward reaction prediction with 1.9M reactions from USPTO patents (1976-2016). The task is: Predict the product of the given reaction. (1) Given the reactants I[C:2]1[CH:11]=[CH:10][C:5]2[N:6]=[C:7]([CH3:9])[S:8][C:4]=2[CH:3]=1.[C:12]([O:16][CH3:17])(=[O:15])[CH:13]=[CH2:14].C(N(CC)CC)C, predict the reaction product. The product is: [CH3:17][O:16][C:12](=[O:15])/[CH:13]=[CH:14]/[C:2]1[CH:11]=[CH:10][C:5]2[N:6]=[C:7]([CH3:9])[S:8][C:4]=2[CH:3]=1. (2) Given the reactants [Cl:1][C:2]1[C:3]([F:19])=[C:4]([CH:8]([NH:11]C(=O)OC(C)(C)C)[CH2:9][OH:10])[CH:5]=[CH:6][CH:7]=1.ClS([N:24]=[C:25]=[O:26])(=O)=O.O.C(=O)([O-])O.[Na+], predict the reaction product. The product is: [ClH:1].[C:25](=[O:26])([O:10][CH2:9][CH:8]([NH2:11])[C:4]1[CH:5]=[CH:6][CH:7]=[C:2]([Cl:1])[C:3]=1[F:19])[NH2:24].